From a dataset of Full USPTO retrosynthesis dataset with 1.9M reactions from patents (1976-2016). Predict the reactants needed to synthesize the given product. (1) Given the product [NH2:21][C@H:16]1[CH2:17][C@@H:18]([CH3:20])[CH2:19][N:14]([C:13]2[C:12]([NH:29][C:30]([C:32]3[CH:37]=[CH:36][C:35]([F:38])=[C:34]([C:39]4[C:44]([F:45])=[CH:43][CH:42]=[C:41]([O:46][CH3:47])[C:40]=4[F:48])[N:33]=3)=[O:31])=[CH:11][N:10]=[C:9]3[CH:5]([OH:4])[CH2:6][CH2:7][C:8]=23)[CH2:15]1, predict the reactants needed to synthesize it. The reactants are: C([O:4][CH:5]1[C:9]2=[N:10][CH:11]=[C:12]([NH:29][C:30]([C:32]3[CH:37]=[CH:36][C:35]([F:38])=[C:34]([C:39]4[C:44]([F:45])=[CH:43][CH:42]=[C:41]([O:46][CH3:47])[C:40]=4[F:48])[N:33]=3)=[O:31])[C:13]([N:14]3[CH2:19][C@H:18]([CH3:20])[CH2:17][C@H:16]([NH:21]C(OC(C)(C)C)=O)[CH2:15]3)=[C:8]2[CH2:7][CH2:6]1)(=O)C.CO.[OH-].[Na+].C(O)(C(F)(F)F)=O. (2) Given the product [S:16]1[C:12]([S:9]([OH:10])(=[O:11])=[O:22])=[CH:13][C:14]2[CH:20]=[CH:19][CH:18]=[CH:17][C:15]1=2, predict the reactants needed to synthesize it. The reactants are: NC1C=CC=CC=1N[S:9]([C:12]1[S:16][C:15]2[CH:17]=[CH:18][CH:19]=[CH:20][C:14]=2[CH:13]=1)(=[O:11])=[O:10].C[O:22]C1C=CC(S(C(C)C)(=O)=O)=CC=1S(Cl)(=O)=O. (3) The reactants are: C[O:2][C:3](=[O:38])[C:4]1[CH:9]=[CH:8][C:7]([O:10][C:11]2[CH:16]=[CH:15][C:14]([CH:17]([CH3:35])[C:18]([OH:34])([C:23]3[CH:24]=[CH:25][C:26]4[O:30][C:29](=[O:31])[N:28]([CH3:32])[C:27]=4[CH:33]=3)[C:19]([F:22])([F:21])[F:20])=[C:13]([Cl:36])[CH:12]=2)=[CH:6][C:5]=1[Cl:37].[Li+].[OH-].Cl. Given the product [Cl:37][C:5]1[CH:6]=[C:7]([O:10][C:11]2[CH:16]=[CH:15][C:14]([CH:17]([CH3:35])[C:18]([OH:34])([C:23]3[CH:24]=[CH:25][C:26]4[O:30][C:29](=[O:31])[N:28]([CH3:32])[C:27]=4[CH:33]=3)[C:19]([F:22])([F:21])[F:20])=[C:13]([Cl:36])[CH:12]=2)[CH:8]=[CH:9][C:4]=1[C:3]([OH:38])=[O:2], predict the reactants needed to synthesize it. (4) Given the product [CH:1]1([C@@H:7]([NH:9][C:10]([C:12]2[C:21]3[C:16](=[CH:17][CH:18]=[CH:19][CH:20]=3)[N:15]=[C:14]([C:22]3[S:23][CH:24]=[CH:25][CH:26]=3)[C:13]=2[CH2:27][N:28]2[CH2:29][CH2:30][N:31]([C:38](=[O:39])[CH2:37][CH:36]([OH:41])[C:35]([F:43])([F:42])[F:34])[CH2:32][CH2:33]2)=[O:11])[CH3:8])[CH2:6][CH2:5][CH2:4][CH2:3][CH2:2]1, predict the reactants needed to synthesize it. The reactants are: [CH:1]1([C@@H:7]([NH:9][C:10]([C:12]2[C:21]3[C:16](=[CH:17][CH:18]=[CH:19][CH:20]=3)[N:15]=[C:14]([C:22]3[S:23][CH:24]=[CH:25][CH:26]=3)[C:13]=2[CH2:27][N:28]2[CH2:33][CH2:32][NH:31][CH2:30][CH2:29]2)=[O:11])[CH3:8])[CH2:6][CH2:5][CH2:4][CH2:3][CH2:2]1.[F:34][C:35]([F:43])([F:42])[CH:36]([OH:41])[CH2:37][C:38](O)=[O:39].